Task: Predict the product of the given reaction.. Dataset: Forward reaction prediction with 1.9M reactions from USPTO patents (1976-2016) Given the reactants [C:1]([S:4][CH2:5][CH2:6][CH:7]1[CH2:12][CH2:11][N:10](C(OC(C)(C)C)=O)[CH2:9][CH2:8]1)(=[O:3])[CH3:2].[ClH:20].CO, predict the reaction product. The product is: [Cl-:20].[C:1]([S:4][CH2:5][CH2:6][CH:7]1[CH2:8][CH2:9][NH2+:10][CH2:11][CH2:12]1)(=[O:3])[CH3:2].